This data is from Reaction yield outcomes from USPTO patents with 853,638 reactions. The task is: Predict the reaction yield, written as a fraction of the theoretical maximum amount of product (1.0 means a 100% yield; for example, 0.34 means a 34% yield). (1) The reactants are [OH:1][CH2:2][C:3]1[NH:4][C:5]2[CH:11]=[CH:10][CH:9]=[CH:8][C:6]=2[N:7]=1.C(N(CC)C(C)C)(C)C.[CH3:21][Si:22]([CH3:29])([CH3:28])[CH2:23][CH2:24][O:25][CH2:26]Cl. The catalyst is CN(C=O)C. The product is [CH3:21][Si:22]([CH3:29])([CH3:28])[CH2:23][CH2:24][O:25][CH2:26][N:7]1[C:6]2[CH:8]=[CH:9][CH:10]=[CH:11][C:5]=2[N:4]=[C:3]1[CH2:2][OH:1]. The yield is 0.440. (2) The reactants are [CH3:1][O:2][C:3]1[CH:4]=[C:5]([CH:11]([C:13]2[C:14]([S:26]([CH3:29])(=[O:28])=[O:27])=[C:15]([NH2:25])[CH:16]=[C:17]([N:19]3[CH2:24][CH2:23][NH:22][CH2:21][CH2:20]3)[CH:18]=2)[CH3:12])[CH:6]=[C:7]([O:9][CH3:10])[CH:8]=1.[ClH:30]. The catalyst is ClCCl.C(OCC)C. The product is [ClH:30].[CH3:1][O:2][C:3]1[CH:4]=[C:5]([CH:11]([C:13]2[C:14]([S:26]([CH3:29])(=[O:27])=[O:28])=[C:15]([NH2:25])[CH:16]=[C:17]([N:19]3[CH2:20][CH2:21][NH:22][CH2:23][CH2:24]3)[CH:18]=2)[CH3:12])[CH:6]=[C:7]([O:9][CH3:10])[CH:8]=1. The yield is 0.960. (3) The reactants are I[C:2]1[CH:7]=[CH:6][CH:5]=[CH:4][C:3]=1[N+:8]([O-])=O.[C:11]([NH:26][C:27]1[CH:32]=[CH:31][CH:30]=[CH:29][CH:28]=1)(=O)[CH2:12][CH2:13][CH2:14][CH2:15][CH2:16][CH2:17][CH2:18][CH2:19][CH2:20][CH2:21][CH2:22][CH2:23][CH3:24]. No catalyst specified. The product is [C:3]1([N:8]2[C:32]3[CH:31]=[CH:30][CH:29]=[CH:28][C:27]=3[N:26]=[C:11]2[CH2:12][CH2:13][CH2:14][CH2:15][CH2:16][CH2:17][CH2:18][CH2:19][CH2:20][CH2:21][CH2:22][CH2:23][CH3:24])[CH:4]=[CH:5][CH:6]=[CH:7][CH:2]=1. The yield is 0.850. (4) The reactants are Cl[C:2]([F:7])([F:6])C([O-])=O.[Na+].[Cl:9][C:10]1[CH:11]=[CH:12][N:13]=[C:14]2[C:19]=1[N:18]=[CH:17][C:16]([OH:20])=[CH:15]2.C(=O)([O-])[O-].[Cs+].[Cs+].CN(C=O)C. The catalyst is CO.ClCCl. The product is [Cl:9][C:10]1[CH:11]=[CH:12][N:13]=[C:14]2[C:19]=1[N:18]=[CH:17][C:16]([O:20][CH:2]([F:6])[F:7])=[CH:15]2. The yield is 0.560. (5) The reactants are [CH2:1]([OH:17])[CH2:2][CH2:3][CH2:4][CH2:5][CH2:6][CH2:7][CH2:8][CH2:9][CH2:10][CH2:11][CH2:12][CH2:13][CH2:14][C:15]#[CH:16].CC(C)=[O:20].OS(O)(=O)=O.O=[Cr](=O)=O.CC(O)C. The catalyst is CC(C)=O. The product is [C:1]([OH:20])(=[O:17])[CH2:2][CH2:3][CH2:4][CH2:5][CH2:6][CH2:7][CH2:8][CH2:9][CH2:10][CH2:11][CH2:12][CH2:13][CH2:14][C:15]#[CH:16]. The yield is 0.880. (6) The reactants are [C:1]([N:5]1[C:10](=[O:11])[C:9]([Cl:12])=[C:8]([O:13][CH2:14][C:15]2[CH:20]=[CH:19][C:18]([CH2:21][O:22][CH2:23][CH2:24][O:25][Si](C(C)(C)C)(C)C)=[CH:17][CH:16]=2)[CH:7]=[N:6]1)([CH3:4])([CH3:3])[CH3:2].CCCC[N+](CCCC)(CCCC)CCCC.[F-]. The catalyst is C1COCC1. The product is [C:1]([N:5]1[C:10](=[O:11])[C:9]([Cl:12])=[C:8]([O:13][CH2:14][C:15]2[CH:16]=[CH:17][C:18]([CH2:21][O:22][CH2:23][CH2:24][OH:25])=[CH:19][CH:20]=2)[CH:7]=[N:6]1)([CH3:4])([CH3:3])[CH3:2]. The yield is 0.780. (7) The reactants are [CH3:1][O:2][C:3]1[CH:12]=[C:6]2[N:7]=[CH:8][C:9]([NH2:11])=[CH:10][N:5]2[N:4]=1.[F:13][C:14]1[C:22]([NH:23][S:24]([CH2:27][CH2:28][CH3:29])(=[O:26])=[O:25])=[CH:21][CH:20]=[C:19]([F:30])[C:15]=1[C:16](O)=[O:17].Cl.C(N=C=NCCCN(C)C)C.ON1C2C=CC=CC=2N=N1. The catalyst is CN(C=O)C.CCOC(C)=O. The product is [F:13][C:14]1[C:22]([NH:23][S:24]([CH2:27][CH2:28][CH3:29])(=[O:25])=[O:26])=[CH:21][CH:20]=[C:19]([F:30])[C:15]=1[C:16]([NH:11][C:9]1[CH:8]=[N:7][C:6]2[N:5]([N:4]=[C:3]([O:2][CH3:1])[CH:12]=2)[CH:10]=1)=[O:17]. The yield is 0.520. (8) The reactants are [CH2:1]([C@H:3]1[C@@H:7]([C:8]2[N:12]3[C:13]4[CH:19]=[CH:18][NH:17][C:14]=4[N:15]=[CH:16][C:11]3=[N:10][N:9]=2)[CH2:6]/[C:5](=[CH:20]/[C:21]([O:23][CH2:24][CH3:25])=[O:22])/[CH2:4]1)[CH3:2]. The catalyst is C1COCC1.[OH-].[OH-].[Pd+2]. The product is [CH2:1]([C@H:3]1[C@@H:7]([C:8]2[N:12]3[C:13]4[CH:19]=[CH:18][NH:17][C:14]=4[N:15]=[CH:16][C:11]3=[N:10][N:9]=2)[CH2:6][C@H:5]([CH2:20][C:21]([O:23][CH2:24][CH3:25])=[O:22])[CH2:4]1)[CH3:2]. The yield is 0.310. (9) The catalyst is CCO. The product is [F:1][C:2]1[CH:7]=[CH:6][C:5]([C:8]2[N:13]=[C:12]3[N:14]=[C:15]([C:18]([N:36]4[CH2:41][CH2:40][O:39][CH2:38][CH2:37]4)=[O:19])[N:16]([CH3:17])[C:11]3=[C:10]([C:23]3[CH:28]=[CH:27][C:26]([F:29])=[CH:25][CH:24]=3)[C:9]=2[C:30]2[CH:35]=[CH:34][N:33]=[CH:32][CH:31]=2)=[CH:4][CH:3]=1. The reactants are [F:1][C:2]1[CH:7]=[CH:6][C:5]([C:8]2[N:13]=[C:12]3[N:14]=[C:15]([C:18](OCC)=[O:19])[N:16]([CH3:17])[C:11]3=[C:10]([C:23]3[CH:28]=[CH:27][C:26]([F:29])=[CH:25][CH:24]=3)[C:9]=2[C:30]2[CH:35]=[CH:34][N:33]=[CH:32][CH:31]=2)=[CH:4][CH:3]=1.[NH:36]1[CH2:41][CH2:40][O:39][CH2:38][CH2:37]1. The yield is 0.200.